Dataset: Reaction yield outcomes from USPTO patents with 853,638 reactions. Task: Predict the reaction yield, written as a fraction of the theoretical maximum amount of product (1.0 means a 100% yield; for example, 0.34 means a 34% yield). The reactants are [N:1]12[CH2:8][CH2:7][C:4]([C:9]([C:17]3[CH:22]=[CH:21][CH:20]=[CH:19][CH:18]=3)([C:11]3[CH:16]=[CH:15][CH:14]=[CH:13][CH:12]=3)[OH:10])([CH2:5][CH2:6]1)[CH2:3][CH2:2]2.[CH:23]1[C:32]2[C:27](=[CH:28][CH:29]=[CH:30][CH:31]=2)[CH:26]=[CH:25][C:24]=1[O:33][CH2:34][CH2:35][CH2:36][Br:37]. The catalyst is CC#N. The product is [Br-:37].[OH:10][C:9]([C:17]1[CH:22]=[CH:21][CH:20]=[CH:19][CH:18]=1)([C:11]1[CH:12]=[CH:13][CH:14]=[CH:15][CH:16]=1)[C:4]12[CH2:5][CH2:6][N+:1]([CH2:36][CH2:35][CH2:34][O:33][C:24]3[CH:25]=[CH:26][C:27]4[C:32](=[CH:31][CH:30]=[CH:29][CH:28]=4)[CH:23]=3)([CH2:2][CH2:3]1)[CH2:8][CH2:7]2. The yield is 0.637.